From a dataset of Full USPTO retrosynthesis dataset with 1.9M reactions from patents (1976-2016). Predict the reactants needed to synthesize the given product. (1) Given the product [CH3:1][O:2][C:3](=[O:13])[CH:4]([OH:5])[C:6]1[CH:11]=[CH:10][C:9]([NH:12][C:36]([C:33]2[CH:34]=[C:35]3[C:30]([CH2:29][CH2:28][CH2:27][N:26]3[S:23]([C:17]3[CH:18]=[C:19]([CH3:22])[CH:20]=[CH:21][C:16]=3[O:15][CH3:14])(=[O:25])=[O:24])=[CH:31][CH:32]=2)=[O:37])=[CH:8][CH:7]=1, predict the reactants needed to synthesize it. The reactants are: [CH3:1][O:2][C:3](=[O:13])[CH:4]([C:6]1[CH:11]=[CH:10][C:9]([NH2:12])=[CH:8][CH:7]=1)[OH:5].[CH3:14][O:15][C:16]1[CH:21]=[CH:20][C:19]([CH3:22])=[CH:18][C:17]=1[S:23]([N:26]1[C:35]2[C:30](=[CH:31][CH:32]=[C:33]([C:36](O)=[O:37])[CH:34]=2)[CH2:29][CH2:28][CH2:27]1)(=[O:25])=[O:24]. (2) Given the product [CH3:23][O:22][C:19](=[O:21])[CH2:20][C:8]1[CH:7]=[CH:6][CH:5]=[C:4]2[C:9]=1[CH:10]=[CH:11][C:2]([Cl:1])=[N:3]2, predict the reactants needed to synthesize it. The reactants are: [Cl:1][C:2]1[CH:11]=[CH:10][C:9]2[C:4](=[CH:5][CH:6]=[CH:7][C:8]=2C(=O)C=[N+]=[N-])[N:3]=1.CO.[C:19]([O:22][CH2:23]C)(=[O:21])[CH3:20]. (3) Given the product [N:21]1([CH2:20][CH2:19][O:18][C:11]2[C:12]3[C:17](=[CH:16][CH:15]=[CH:14][CH:13]=3)[C:8]([NH:7][C:5]([C:4]3[CH:3]=[C:2]([C:36]4[CH:35]=[CH:34][C:33]([O:32][C:31]([F:30])([F:42])[F:43])=[CH:38][CH:37]=4)[CH:29]=[CH:28][CH:27]=3)=[O:6])=[CH:9][CH:10]=2)[CH2:26][CH2:25][O:24][CH2:23][CH2:22]1, predict the reactants needed to synthesize it. The reactants are: Br[C:2]1[CH:3]=[C:4]([CH:27]=[CH:28][CH:29]=1)[C:5]([NH:7][C:8]1[C:17]2[C:12](=[CH:13][CH:14]=[CH:15][CH:16]=2)[C:11]([O:18][CH2:19][CH2:20][N:21]2[CH2:26][CH2:25][O:24][CH2:23][CH2:22]2)=[CH:10][CH:9]=1)=[O:6].[F:30][C:31]([F:43])([F:42])[O:32][C:33]1[CH:38]=[CH:37][C:36](B(O)O)=[CH:35][CH:34]=1. (4) Given the product [Br:7][C:8]1[CH:9]=[CH:10][C:11](=[O:14])[N:12]([CH2:1][CH:2]2[CH2:4][CH2:3]2)[CH:13]=1, predict the reactants needed to synthesize it. The reactants are: [CH3:1][C:2]([O-])([CH3:4])[CH3:3].[K+].[Br:7][C:8]1[CH:9]=[CH:10][C:11](=[O:14])[NH:12][CH:13]=1.C1(CBr)CC1.CN(C)C=O. (5) Given the product [Cl:5][C:6]1[C:7]([OH:13])=[CH:8][C:9]([OH:10])=[C:11]([C:1](=[O:4])[CH3:2])[CH:12]=1, predict the reactants needed to synthesize it. The reactants are: [C:1]([OH:4])(=O)[CH3:2].[Cl:5][C:6]1[CH:12]=[CH:11][C:9]([OH:10])=[CH:8][C:7]=1[OH:13].C([O-])(=O)C.[Na+].